Task: Predict the product of the given reaction.. Dataset: Forward reaction prediction with 1.9M reactions from USPTO patents (1976-2016) (1) Given the reactants [N+:1]([C:4]1[CH:13]=[CH:12][CH:11]=[C:10]2[C:5]=1[CH:6]=[CH:7]O[C:9]2=[O:14])([O-:3])=[O:2].CO.Cl.[NH2:18][CH2:19][C:20]([NH2:22])=[O:21].C(N(CC)CC)C, predict the reaction product. The product is: [N+:1]([C:4]1[CH:13]=[CH:12][CH:11]=[C:10]2[C:5]=1[CH:6]=[CH:7][N:18]([CH2:19][C:20]([NH2:22])=[O:21])[C:9]2=[O:14])([O-:3])=[O:2]. (2) Given the reactants [H-].[Al+3].[Li+].[H-].[H-].[H-].[CH3:7][C:8]1[S:9][C:10]([C:17]2[CH:18]=[C:19]([CH3:23])[CH:20]=[CH:21][CH:22]=2)=[C:11]([C:13](OC)=[O:14])[N:12]=1.O, predict the reaction product. The product is: [CH3:7][C:8]1[S:9][C:10]([C:17]2[CH:18]=[C:19]([CH3:23])[CH:20]=[CH:21][CH:22]=2)=[C:11]([CH2:13][OH:14])[N:12]=1. (3) Given the reactants C(OC([N:8]1[CH2:13][CH2:12][N:11]([C:14](=[O:36])[CH2:15][CH2:16][N:17]2[C:25]3[C:20](=[CH:21][C:22]([C:26]4[C:34]5[C:29](=[CH:30][C:31]([F:35])=[CH:32][CH:33]=5)[NH:28][CH:27]=4)=[CH:23][CH:24]=3)[CH:19]=[N:18]2)[CH2:10][CH2:9]1)=O)(C)(C)C, predict the reaction product. The product is: [F:35][C:31]1[CH:30]=[C:29]2[C:34]([C:26]([C:22]3[CH:21]=[C:20]4[C:25](=[CH:24][CH:23]=3)[N:17]([CH2:16][CH2:15][C:14]([N:11]3[CH2:12][CH2:13][NH:8][CH2:9][CH2:10]3)=[O:36])[N:18]=[CH:19]4)=[CH:27][NH:28]2)=[CH:33][CH:32]=1. (4) Given the reactants [F:1][C:2]([F:13])([F:12])[C:3]1[CH:4]=[C:5]([CH:9]=[CH:10][CH:11]=1)[C:6](Cl)=[O:7].[CH2:14]([NH:21][C:22]([C:24]1[S:28][C:27]([NH2:29])=[N:26][C:25]=1[CH3:30])=[O:23])[C:15]1[CH:20]=[CH:19][CH:18]=[CH:17][CH:16]=1, predict the reaction product. The product is: [CH2:14]([NH:21][C:22]([C:24]1[S:28][C:27]([NH:29][C:6](=[O:7])[C:5]2[CH:9]=[CH:10][CH:11]=[C:3]([C:2]([F:13])([F:12])[F:1])[CH:4]=2)=[N:26][C:25]=1[CH3:30])=[O:23])[C:15]1[CH:20]=[CH:19][CH:18]=[CH:17][CH:16]=1. (5) Given the reactants [CH2:1]([N:6]1[C:14]2[N:13]=[CH:12][NH:11][C:10]=2[C:9](=[O:15])[N:8]2[N:16]=[N:17][N:18]=[C:7]12)[CH2:2][CH2:3][CH2:4][CH3:5].C1C(=O)N([Br:26])C(=O)C1, predict the reaction product. The product is: [Br:26][C:12]1[NH:11][C:10]2[C:9](=[O:15])[N:8]3[N:16]=[N:17][N:18]=[C:7]3[N:6]([CH2:1][CH2:2][CH2:3][CH2:4][CH3:5])[C:14]=2[N:13]=1.